From a dataset of Reaction yield outcomes from USPTO patents with 853,638 reactions. Predict the reaction yield, written as a fraction of the theoretical maximum amount of product (1.0 means a 100% yield; for example, 0.34 means a 34% yield). The reactants are Cl[CH2:2][CH2:3][CH2:4][S:5]([O:8][CH2:9][CH2:10][CH2:11][CH3:12])(=[O:7])=[O:6].C([Li])CCC. The catalyst is C1COCC1. The product is [CH:4]1([S:5]([O:8][CH2:9][CH2:10][CH2:11][CH3:12])(=[O:7])=[O:6])[CH2:2][CH2:3]1. The yield is 0.782.